The task is: Predict which catalyst facilitates the given reaction.. This data is from Catalyst prediction with 721,799 reactions and 888 catalyst types from USPTO. (1) Reactant: [Si:1]([O:18][C@@H:19]1[C@H:23]([CH2:24]/[CH:25]=[CH:26]\[CH2:27][CH2:28][CH2:29][C:30]([O:32][CH3:33])=[O:31])[C@@H:22](/[CH:34]=[CH:35]/[C:36]([O:43][Si:44]([C:57]([CH3:60])([CH3:59])[CH3:58])([C:51]2[CH:56]=[CH:55][CH:54]=[CH:53][CH:52]=2)[C:45]2[CH:50]=[CH:49][CH:48]=[CH:47][CH:46]=2)([CH3:42])[CH2:37][CH2:38][CH2:39][CH2:40][CH3:41])[C@H:21]([OH:61])[CH2:20]1)([C:14]([CH3:17])([CH3:16])[CH3:15])([C:8]1[CH:13]=[CH:12][CH:11]=[CH:10][CH:9]=1)[C:2]1[CH:7]=[CH:6][CH:5]=[CH:4][CH:3]=1.CC(C)=O.OS(O)(=O)=O.O=[Cr](=O)=O. Product: [Si:1]([O:18][C@@H:19]1[C@H:23]([CH2:24]/[CH:25]=[CH:26]\[CH2:27][CH2:28][CH2:29][C:30]([O:32][CH3:33])=[O:31])[C@@H:22](/[CH:34]=[CH:35]/[C:36]([O:43][Si:44]([C:57]([CH3:60])([CH3:59])[CH3:58])([C:45]2[CH:46]=[CH:47][CH:48]=[CH:49][CH:50]=2)[C:51]2[CH:56]=[CH:55][CH:54]=[CH:53][CH:52]=2)([CH3:42])[CH2:37][CH2:38][CH2:39][CH2:40][CH3:41])[C:21](=[O:61])[CH2:20]1)([C:14]([CH3:15])([CH3:16])[CH3:17])([C:2]1[CH:7]=[CH:6][CH:5]=[CH:4][CH:3]=1)[C:8]1[CH:13]=[CH:12][CH:11]=[CH:10][CH:9]=1. The catalyst class is: 372. (2) Reactant: [OH:1][CH2:2][CH:3]1[CH2:6][CH:5]([O:7][C:8]2[CH:13]=[CH:12][C:11]([N:14]3[C:18]4[CH:19]=[CH:20][C:21]([C:23]([NH:25][CH2:26][C:27]5[CH:28]=[N:29][CH:30]=[CH:31][CH:32]=5)=[O:24])=[CH:22][C:17]=4[N:16]=[CH:15]3)=[CH:10][CH:9]=2)[CH2:4]1.[H-].[Na+].F[C:36]1[CH:41]=[CH:40][CH:39]=[CH:38][N:37]=1. Product: [N:37]1[CH:38]=[CH:39][CH:40]=[CH:41][C:36]=1[O:1][CH2:2][CH:3]1[CH2:4][CH:5]([O:7][C:8]2[CH:9]=[CH:10][C:11]([N:14]3[C:18]4[CH:19]=[CH:20][C:21]([C:23]([NH:25][CH2:26][C:27]5[CH:28]=[N:29][CH:30]=[CH:31][CH:32]=5)=[O:24])=[CH:22][C:17]=4[N:16]=[CH:15]3)=[CH:12][CH:13]=2)[CH2:6]1. The catalyst class is: 3. (3) Reactant: [Br:1][C:2]1[CH:3]=[CH:4][C:5]([Cl:11])=[C:6]([CH:10]=1)[C:7]([OH:9])=O.C(Cl)(=O)C(Cl)=O.[C:18]1([O:24][CH2:25][CH3:26])[CH:23]=[CH:22][CH:21]=[CH:20][CH:19]=1.[Al+3].[Cl-].[Cl-].[Cl-].Cl.[OH-].[Na+]. Product: [Br:1][C:2]1[CH:3]=[CH:4][C:5]([Cl:11])=[C:6]([CH:10]=1)[C:7]([C:21]1[CH:22]=[CH:23][C:18]([O:24][CH2:25][CH3:26])=[CH:19][CH:20]=1)=[O:9]. The catalyst class is: 59. (4) The catalyst class is: 10. Product: [Cl:1][C:2]1[CH:3]=[C:4]([C:9]([F:12])([F:11])[F:10])[C:5]2[N:6]([C:14]([CH3:18])=[C:15]([CH3:16])[N:8]=2)[N:7]=1. Reactant: [Cl:1][C:2]1[N:7]=[N:6][C:5]([NH2:8])=[C:4]([C:9]([F:12])([F:11])[F:10])[CH:3]=1.Br[CH:14]([CH3:18])[C:15](=O)[CH3:16].C(=O)([O-])O.[Na+].